Dataset: hERG potassium channel inhibition data for cardiac toxicity prediction from Karim et al.. Task: Regression/Classification. Given a drug SMILES string, predict its toxicity properties. Task type varies by dataset: regression for continuous values (e.g., LD50, hERG inhibition percentage) or binary classification for toxic/non-toxic outcomes (e.g., AMES mutagenicity, cardiotoxicity, hepatotoxicity). Dataset: herg_karim. (1) The molecule is Nc1nnc2c3cc(-c4ccccc4)c(-c4ccc(CN5CCC(c6n[nH]c(-c7ccccn7)n6)CC5)cc4)nc3ccn12. The result is 1 (blocker). (2) The molecule is Cc1ncn(-c2cc(Cl)c(C(=O)NC[C@@H](c3cccc(F)c3)c3ccc4[nH]c(C)nc4c3)c(Cl)c2)n1. The result is 0 (non-blocker). (3) The compound is Cc1cc(/C=C/C#N)cc(C)c1Oc1nc(NC2CCN(Cc3ccc(S(N)(=O)=O)cc3)CC2)nc2ccsc12. The result is 1 (blocker). (4) The drug is ClCc1nnc2c3cc(-c4ccccc4)c(-c4ccc(CN5CCC(c6n[nH]c(-c7ccccn7)n6)CC5)cc4)nc3ccn12. The result is 1 (blocker). (5) The molecule is Cc1cccnc1CN1CCC2(CC1)C(=O)N(c1ccc(-c3ccc(C(=O)O)cc3)cc1)C(=O)N2c1cnccn1. The result is 0 (non-blocker). (6) The molecule is CCn1cc(C2(c3cccc(-c4cncnc4)c3)N=C(N)c3c(F)cccc32)cc(C)c1=O. The result is 0 (non-blocker). (7) The drug is COc1ncc(-c2cccc(F)c2CCNC(=O)c2ccc(OCCC(F)(F)F)nc2)cn1. The result is 1 (blocker).